This data is from Catalyst prediction with 721,799 reactions and 888 catalyst types from USPTO. The task is: Predict which catalyst facilitates the given reaction. Reactant: [C:1]([CH2:3][C:4]([NH2:6])=[S:5])#[N:2].CO[C:9](OC)([N:11]([CH3:13])[CH3:12])[CH3:10]. Product: [C:1](/[C:3](=[C:9](/[N:11]([CH3:13])[CH3:12])\[CH3:10])/[C:4](=[S:5])[NH2:6])#[N:2]. The catalyst class is: 10.